This data is from Full USPTO retrosynthesis dataset with 1.9M reactions from patents (1976-2016). The task is: Predict the reactants needed to synthesize the given product. (1) Given the product [NH2:1][C:4]1[CH:5]=[N:6][CH:7]=[CH:8][C:9]=1[N:10]1[CH2:15][CH2:14][CH2:13][C@H:12]([NH:16][C:17](=[O:26])[O:18][CH2:19][C:20]2[CH:21]=[CH:22][CH:23]=[CH:24][CH:25]=2)[CH2:11]1, predict the reactants needed to synthesize it. The reactants are: [N+:1]([C:4]1[CH:5]=[N:6][CH:7]=[CH:8][C:9]=1[N:10]1[CH2:15][CH2:14][CH2:13][C@H:12]([NH:16][C:17](=[O:26])[O:18][CH2:19][C:20]2[CH:25]=[CH:24][CH:23]=[CH:22][CH:21]=2)[CH2:11]1)([O-])=O.CC(O)=O.O. (2) Given the product [Br:1][C:2]1[CH:11]=[CH:10][C:9]2[N:8]=[CH:7][C:6]3[N:12]([CH3:23])[C:13](=[O:22])[N:14]([C:15]4[C:16]([CH3:21])=[N:17][N:18]([CH2:20][C:44]([N:46]5[CH2:51][CH2:50][N:49]([CH3:52])[CH2:48][CH2:47]5)=[O:45])[CH:19]=4)[C:5]=3[C:4]=2[CH:3]=1, predict the reactants needed to synthesize it. The reactants are: [Br:1][C:2]1[CH:11]=[CH:10][C:9]2[N:8]=[CH:7][C:6]3[N:12]([CH3:23])[C:13](=[O:22])[N:14]([C:15]4[C:16]([CH3:21])=[N:17][N:18]([CH3:20])[CH:19]=4)[C:5]=3[C:4]=2[CH:3]=1.BrC1C=CC2N=CC3NC(=O)N(C4C(C)=NN(C[C:44]([N:46]5[CH2:51][CH2:50][N:49]([CH3:52])[CH2:48][CH2:47]5)=[O:45])C=4)C=3C=2C=1. (3) Given the product [CH3:1][C:2]1([CH3:33])[C:11]2[C:6](=[CH:7][CH:8]=[C:9]([C:12]([N:14]([CH3:34])[S:15]([CH:18]3[CH2:20][CH2:19]3)(=[O:17])=[O:16])=[O:13])[CH:10]=2)[NH:5][CH:4]([C:21]2[CH:26]=[CH:25][CH:24]=[C:23]([N:27]3[CH2:28][CH2:29][O:30][CH2:31][CH2:32]3)[CH:22]=2)[CH2:3]1, predict the reactants needed to synthesize it. The reactants are: [CH3:1][C:2]1([CH3:33])[C:11]2[C:6](=[CH:7][CH:8]=[C:9]([C:12]([NH:14][S:15]([CH:18]3[CH2:20][CH2:19]3)(=[O:17])=[O:16])=[O:13])[CH:10]=2)[NH:5][CH:4]([C:21]2[CH:26]=[CH:25][CH:24]=[C:23]([N:27]3[CH2:32][CH2:31][O:30][CH2:29][CH2:28]3)[CH:22]=2)[CH2:3]1.[C:34](=O)([O-])[O-].[K+].[K+]. (4) Given the product [C:1]([SiH2:5][O:6][C:7]([CH3:16])([CH3:15])[C:8]1[CH:9]=[C:10]([O:14][S:26]([C:25]([F:38])([F:37])[F:24])(=[O:28])=[O:27])[CH:11]=[N:12][CH:13]=1)([CH3:4])([CH3:2])[CH3:3], predict the reactants needed to synthesize it. The reactants are: [C:1]([SiH2:5][O:6][C:7]([CH3:16])([CH3:15])[C:8]1[CH:9]=[C:10]([OH:14])[CH:11]=[N:12][CH:13]=1)([CH3:4])([CH3:3])[CH3:2].C(N(CC)CC)C.[F:24][C:25]([F:38])([F:37])[S:26](O[S:26]([C:25]([F:38])([F:37])[F:24])(=[O:28])=[O:27])(=[O:28])=[O:27]. (5) Given the product [NH2:24][C:21]1[CH:22]=[CH:23][C:18]([C:17]([NH:16][CH:14]([CH3:15])[C:13]([N:9]2[CH2:10][CH2:11][CH2:12][CH:8]2[C:6]([OH:7])=[O:5])=[O:27])=[O:26])=[CH:19][C:20]=1[Cl:25], predict the reactants needed to synthesize it. The reactants are: C([O:5][C:6]([CH:8]1[CH2:12][CH2:11][CH2:10][N:9]1[C:13](=[O:27])[CH:14]([NH:16][C:17](=[O:26])[C:18]1[CH:23]=[CH:22][C:21]([NH2:24])=[C:20]([Cl:25])[CH:19]=1)[CH3:15])=[O:7])(C)(C)C.C(O)(C(F)(F)F)=O.C(Cl)Cl.